From a dataset of Merck oncology drug combination screen with 23,052 pairs across 39 cell lines. Regression. Given two drug SMILES strings and cell line genomic features, predict the synergy score measuring deviation from expected non-interaction effect. Drug 1: O=c1[nH]cc(F)c(=O)[nH]1. Drug 2: NC(=O)c1cccc2cn(-c3ccc(C4CCCNC4)cc3)nc12. Cell line: UACC62. Synergy scores: synergy=1.33.